Task: Predict the reaction yield, written as a fraction of the theoretical maximum amount of product (1.0 means a 100% yield; for example, 0.34 means a 34% yield).. Dataset: Reaction yield outcomes from USPTO patents with 853,638 reactions The reactants are [CH3:1][O-:2].[Na+].[Cl:4][C:5]1[CH:10]=[CH:9][C:8]([C:11]2[N:12]=[C:13]([CH2:16][C:17](N(OC)C)=O)[S:14][CH:15]=2)=[CH:7][CH:6]=1.[CH3:23]I.[CH3:25][N:26]([CH:28]=[O:29])C. The catalyst is O. The product is [Cl:4][C:5]1[CH:6]=[CH:7][C:8]([C:11]2[N:12]=[C:13]([C:16]([CH3:17])([CH3:23])[C:28]([N:26]([O:2][CH3:1])[CH3:25])=[O:29])[S:14][CH:15]=2)=[CH:9][CH:10]=1. The yield is 0.548.